Predict the product of the given reaction. From a dataset of Forward reaction prediction with 1.9M reactions from USPTO patents (1976-2016). (1) Given the reactants Br[C:2]1[CH:3]=[C:4]2[C:10]([C:11]3[CH:16]=[CH:15][CH:14]=[CH:13][CH:12]=3)=[N:9][N:8](C3CCCCO3)[C:5]2=[CH:6][N:7]=1.[NH:23]1[CH:27]=[CH:26][N:25]=[CH:24]1.CNCCNC.C(=O)([O-])[O-].[Cs+].[Cs+], predict the reaction product. The product is: [N:23]1([C:2]2[CH:3]=[C:4]3[C:10]([C:11]4[CH:12]=[CH:13][CH:14]=[CH:15][CH:16]=4)=[N:9][NH:8][C:5]3=[CH:6][N:7]=2)[CH:27]=[CH:26][N:25]=[CH:24]1. (2) Given the reactants [CH3:1][O:2][C:3]([C:5]1[S:6][C:7]([C:13]#[C:14][C:15]([OH:18])([CH3:17])[CH3:16])=[CH:8][C:9]=1[N+:10]([O-])=O)=[O:4].COC(C1SC(CCC(O)(C)C)=CC=1[N+]([O-])=O)=O, predict the reaction product. The product is: [CH3:1][O:2][C:3]([C:5]1[S:6][C:7]([CH2:13][CH2:14][C:15]([OH:18])([CH3:16])[CH3:17])=[CH:8][C:9]=1[NH2:10])=[O:4]. (3) Given the reactants [H-].[Na+].[CH3:3][O:4][C:5]([C:7]1([CH2:21][CH2:22][CH2:23][CH2:24][OH:25])[C:20]2[CH:19]=[CH:18][CH:17]=[CH:16][C:15]=2[O:14][C:13]2[C:8]1=[CH:9][CH:10]=[CH:11][CH:12]=2)=[O:6].[CH3:26]I, predict the reaction product. The product is: [CH3:3][O:4][C:5]([C:7]1([CH2:21][CH2:22][CH2:23][CH2:24][O:25][CH3:26])[C:8]2[CH:9]=[CH:10][CH:11]=[CH:12][C:13]=2[O:14][C:15]2[C:20]1=[CH:19][CH:18]=[CH:17][CH:16]=2)=[O:6]. (4) The product is: [F:3][C:4]([F:18])([CH3:17])[CH2:5][CH2:6][CH2:7][CH2:8][C:9]1[O:10][CH:11]=[C:12]([C:14]([N:19]=[N+:20]=[N-:21])=[O:15])[N:13]=1. Given the reactants N#N.[F:3][C:4]([F:18])([CH3:17])[CH2:5][CH2:6][CH2:7][CH2:8][C:9]1[O:10][CH:11]=[C:12]([C:14](Cl)=[O:15])[N:13]=1.[N-:19]=[N+:20]=[N-:21].[Na+], predict the reaction product. (5) The product is: [CH2:11]([N:1]1[C:10]2[C:5](=[CH:6][CH:7]=[CH:8][CH:9]=2)[CH2:4][CH2:3][CH2:2]1)[C:12]1[CH:17]=[CH:16][CH:15]=[CH:14][CH:13]=1. Given the reactants [NH:1]1[C:10]2[C:5](=[CH:6][CH:7]=[CH:8][CH:9]=2)[CH2:4][CH2:3][CH2:2]1.[CH2:11](Br)[C:12]1[CH:17]=[CH:16][CH:15]=[CH:14][CH:13]=1.C(N(C(C)C)CC)(C)C, predict the reaction product. (6) Given the reactants [CH2:1]([N:3]([CH2:11][C:12]([N:14]1[CH2:19][CH2:18][S:17][C:16]2[CH:20]=[C:21]([N+:24]([O-:26])=[O:25])[CH:22]=[CH:23][C:15]1=2)=O)[C:4](=[O:10])[O:5][C:6]([CH3:9])([CH3:8])[CH3:7])[CH3:2].B.C1COCC1, predict the reaction product. The product is: [CH2:1]([N:3]([CH2:11][CH2:12][N:14]1[CH2:19][CH2:18][S:17][C:16]2[CH:20]=[C:21]([N+:24]([O-:26])=[O:25])[CH:22]=[CH:23][C:15]1=2)[C:4](=[O:10])[O:5][C:6]([CH3:9])([CH3:7])[CH3:8])[CH3:2].